Task: Predict the reactants needed to synthesize the given product.. Dataset: Full USPTO retrosynthesis dataset with 1.9M reactions from patents (1976-2016) (1) Given the product [CH3:1][C:2]([CH3:19])([CH3:18])[C:3]#[C:4][C:5]1[CH:14]=[C:13]([N+:15]([O-:17])=[O:16])[CH:12]=[CH:11][C:6]=1[C:7]([OH:9])=[O:8], predict the reactants needed to synthesize it. The reactants are: [CH3:1][C:2]([CH3:19])([CH3:18])[C:3]#[C:4][C:5]1[CH:14]=[C:13]([N+:15]([O-:17])=[O:16])[CH:12]=[CH:11][C:6]=1[C:7]([O:9]C)=[O:8]. (2) Given the product [CH:1]1([CH2:4][O:5][C:6]2[CH:7]=[C:8]([CH:23]=[CH:24][C:25]=2[N:26]([CH2:31][CH2:32][N:33]2[CH2:38][CH2:37][N:36]([CH3:39])[CH2:35][CH2:34]2)[S:27]([CH3:30])(=[O:28])=[O:29])[C:9]([O:11][CH2:12][C:13]([OH:15])=[O:14])=[O:10])[CH2:3][CH2:2]1, predict the reactants needed to synthesize it. The reactants are: [CH:1]1([CH2:4][O:5][C:6]2[CH:7]=[C:8]([CH:23]=[CH:24][C:25]=2[N:26]([CH2:31][CH2:32][N:33]2[CH2:38][CH2:37][N:36]([CH3:39])[CH2:35][CH2:34]2)[S:27]([CH3:30])(=[O:29])=[O:28])[C:9]([O:11][CH2:12][C:13]([O:15]CC2C=CC=CC=2)=[O:14])=[O:10])[CH2:3][CH2:2]1.